From a dataset of Full USPTO retrosynthesis dataset with 1.9M reactions from patents (1976-2016). Predict the reactants needed to synthesize the given product. (1) The reactants are: [NH2:1][C:2]12[CH2:9][CH2:8][C:5]([C:10]([O:12][CH3:13])=[O:11])([CH2:6][CH2:7]1)[CH2:4][CH2:3]2.C1C=CC(C2C3C=C(Cl)C=CC=3NC(=O)CN=2)=CC=1.[CH:33]1([S:36](Cl)(=[O:38])=[O:37])[CH2:35][CH2:34]1. Given the product [CH:33]1([S:36]([NH:1][C:2]23[CH2:3][CH2:4][C:5]([C:10]([O:12][CH3:13])=[O:11])([CH2:8][CH2:9]2)[CH2:6][CH2:7]3)(=[O:38])=[O:37])[CH2:35][CH2:34]1, predict the reactants needed to synthesize it. (2) Given the product [NH:10]([C:24]([O:26][CH2:27][C:28]1[CH:29]=[CH:30][CH:31]=[CH:32][CH:33]=1)=[O:25])[C@H:11]([C:17]([NH:41][NH:40][C:39]([O:42][C:6]([CH3:7])([CH3:8])[CH3:43])=[O:38])=[O:19])[CH2:12][CH2:13][C:14](=[O:16])[OH:15], predict the reactants needed to synthesize it. The reactants are: CC(C)N=C=N[CH:6]([CH3:8])[CH3:7].[NH:10]([C:24]([O:26][CH2:27][C:28]1[CH:33]=[CH:32][CH:31]=[CH:30][CH:29]=1)=[O:25])[C@H:11]([C:17]([O:19]C(C)(C)C)=O)[CH2:12][CH2:13][C:14](=[O:16])[OH:15].C([O:38][C:39](=[O:42])[NH:40][NH2:41])CCC.[CH2:43](Cl)Cl.